Dataset: Full USPTO retrosynthesis dataset with 1.9M reactions from patents (1976-2016). Task: Predict the reactants needed to synthesize the given product. (1) Given the product [Br:22][C:17]1[CH:18]=[CH:19][CH:20]=[C:21]2[C:16]=1[CH2:15][CH2:14][O:13][CH:12]2[CH2:11][N:9]1[CH2:8][CH2:7][NH:6][CH2:5][CH2:10]1, predict the reactants needed to synthesize it. The reactants are: CC([CH:5]1[CH2:10][N:9]([CH2:11][CH:12]2[C:21]3[C:16](=[C:17]([Br:22])[CH:18]=[CH:19][CH:20]=3)[CH2:15][CH2:14][O:13]2)[CH2:8][CH2:7][N:6]1C([O-])=O)(C)C.Cl.O1CCOCC1. (2) The reactants are: [Cl:1][C:2]1[N:3]=[CH:4][N:5](COCC[Si](C)(C)C)[C:6]=1[C:7]([NH:9][CH2:10][C:11]1[CH:16]=[CH:15][C:14]([Cl:17])=[C:13]([O:18][C:19]2[CH:24]=[C:23]([C:25]([F:28])([F:27])[F:26])[CH:22]=[C:21]([C:29]#[N:30])[CH:20]=2)[C:12]=1[F:31])=[O:8].C(O)(C(F)(F)F)=O. Given the product [Cl:1][C:2]1[N:3]=[CH:4][NH:5][C:6]=1[C:7]([NH:9][CH2:10][C:11]1[CH:16]=[CH:15][C:14]([Cl:17])=[C:13]([O:18][C:19]2[CH:24]=[C:23]([C:25]([F:26])([F:27])[F:28])[CH:22]=[C:21]([C:29]#[N:30])[CH:20]=2)[C:12]=1[F:31])=[O:8], predict the reactants needed to synthesize it. (3) Given the product [Cl:5][C:6]1[CH:10]=[CH:9][S:8][C:7]=1[C:14]([C:13]1[CH:17]=[C:18]([N+:21]([O-:23])=[O:22])[CH:19]=[CH:20][C:12]=1[Cl:11])=[O:15], predict the reactants needed to synthesize it. The reactants are: [Cl-].[Al+3].[Cl-].[Cl-].[Cl:5][C:6]1[CH:10]=[CH:9][S:8][CH:7]=1.[Cl:11][C:12]1[CH:20]=[CH:19][C:18]([N+:21]([O-:23])=[O:22])=[CH:17][C:13]=1[C:14](Cl)=[O:15].Cl. (4) The reactants are: [CH2:1]([O:3][C:4]1[CH:5]=[C:6]([CH:28]=[CH:29][C:30]=1[OH:31])[CH2:7][N:8]1[CH2:13][CH2:12][CH:11]([NH:14][C:15]2[CH:23]=[C:22]([C:24]([F:27])([F:26])[F:25])[C:18]([C:19]([OH:21])=[O:20])=[CH:17][N:16]=2)[CH2:10][CH2:9]1)[CH3:2].Cl.Cl.[CH3:34]OC(=O)C1C(C(F)(F)F)=CC(NC2CCNCC2)=NC=1.C(OC1C=C(C=CC=1OC)C=O)C. Given the product [CH2:1]([O:3][C:4]1[CH:5]=[C:6]([CH:28]=[CH:29][C:30]=1[O:31][CH3:34])[CH2:7][N:8]1[CH2:9][CH2:10][CH:11]([NH:14][C:15]2[CH:23]=[C:22]([C:24]([F:26])([F:25])[F:27])[C:18]([C:19]([OH:21])=[O:20])=[CH:17][N:16]=2)[CH2:12][CH2:13]1)[CH3:2], predict the reactants needed to synthesize it.